Dataset: Forward reaction prediction with 1.9M reactions from USPTO patents (1976-2016). Task: Predict the product of the given reaction. (1) Given the reactants [ClH:1].Cl.Cl.[Cl:4][C:5]1[CH:14]=[CH:13][C:12](Cl)=[C:11]2[C:6]=1[CH:7]=[C:8]([C:16]1[C:17]([NH2:33])=[N:18][CH:19]=[C:20]([C:22]3[CH:23]=[N:24][N:25]([CH:27]4[CH2:32][CH2:31][NH:30][CH2:29][CH2:28]4)[CH:26]=3)[CH:21]=1)[N:9]=[CH:10]2.C1C2C(=CC=CC=2)C=C(OS(C(F)(F)F)(=O)=O)N=1, predict the reaction product. The product is: [ClH:4].[ClH:1].[ClH:4].[CH:10]1[C:11]2[C:6](=[CH:5][CH:14]=[CH:13][CH:12]=2)[CH:7]=[C:8]([C:16]2[C:17]([NH2:33])=[N:18][CH:19]=[C:20]([C:22]3[CH:23]=[N:24][N:25]([CH:27]4[CH2:28][CH2:29][NH:30][CH2:31][CH2:32]4)[CH:26]=3)[CH:21]=2)[N:9]=1. (2) The product is: [CH3:13][N:1]1[C:2]([C:9]([F:10])([F:11])[F:12])=[CH:3][C:4](=[O:6])[N:26]([C:23]2[CH:24]=[CH:25][C:20]([Cl:19])=[CH:21][C:22]=2[F:32])[C:27]1=[O:28]. Given the reactants [NH2:1][C:2]([C:9]([F:12])([F:11])[F:10])=[CH:3][C:4]([O:6]CC)=O.[C:13](=O)([O-])[O-].[K+].[K+].[Cl:19][C:20]1[CH:25]=[CH:24][C:23]([NH:26][C:27](=O)[O:28]CC)=[C:22]([F:32])[CH:21]=1.CI, predict the reaction product. (3) Given the reactants [NH2:1][C:2](=[O:42])[CH2:3][C:4]1[CH:41]=[CH:40][CH:39]=[CH:38][C:5]=1[CH2:6][CH2:7][C:8]1[C:13]([C:14]([F:17])([F:16])[F:15])=[CH:12][N:11]=[C:10]([NH:18][C:19]2[CH:24]=[CH:23][C:22]([CH:25]3[CH2:30][CH2:29][CH2:28][CH2:27][N:26]3C(OC(C)(C)C)=O)=[CH:21][CH:20]=2)[N:9]=1.FC(F)(F)C(O)=O, predict the reaction product. The product is: [NH:26]1[CH2:27][CH2:28][CH2:29][CH2:30][CH:25]1[C:22]1[CH:23]=[CH:24][C:19]([NH:18][C:10]2[N:9]=[C:8]([CH2:7][CH2:6][C:5]3[CH:38]=[CH:39][CH:40]=[CH:41][C:4]=3[CH2:3][C:2]([NH2:1])=[O:42])[C:13]([C:14]([F:17])([F:15])[F:16])=[CH:12][N:11]=2)=[CH:20][CH:21]=1.